This data is from Forward reaction prediction with 1.9M reactions from USPTO patents (1976-2016). The task is: Predict the product of the given reaction. Given the reactants [CH3:1][O:2][C:3]1[CH:10]=[CH:9][C:6]([CH2:7][NH2:8])=[CH:5][CH:4]=1.Cl[S:12]([C:15]1[CH:20]=[CH:19][C:18]([CH2:21][C:22]([OH:24])=[O:23])=[CH:17][CH:16]=1)(=[O:14])=[O:13], predict the reaction product. The product is: [CH3:1][O:2][C:3]1[CH:10]=[CH:9][C:6]([CH2:7][NH:8][S:12]([C:15]2[CH:16]=[CH:17][C:18]([CH2:21][C:22]([OH:24])=[O:23])=[CH:19][CH:20]=2)(=[O:14])=[O:13])=[CH:5][CH:4]=1.